From a dataset of Full USPTO retrosynthesis dataset with 1.9M reactions from patents (1976-2016). Predict the reactants needed to synthesize the given product. Given the product [C:33]([O:37][C:38](=[O:50])[CH2:39][CH2:40][C:41]1[CH:46]=[CH:45][C:44]([OH:47])=[CH:43][C:42]=1[CH2:48][NH:49][C:7]([C:6]1[CH:5]=[C:4]([Cl:10])[S:3][C:2]=1[Cl:1])=[O:8])([CH3:36])([CH3:34])[CH3:35], predict the reactants needed to synthesize it. The reactants are: [Cl:1][C:2]1[S:3][C:4]([Cl:10])=[CH:5][C:6]=1[C:7](O)=[O:8].CN1CCOCC1.ClC(OCC(C)C)=O.C(N(CC)CC)C.[C:33]([O:37][C:38](=[O:50])[CH2:39][CH2:40][C:41]1[CH:46]=[CH:45][C:44]([OH:47])=[CH:43][C:42]=1[CH2:48][NH2:49])([CH3:36])([CH3:35])[CH3:34].